From a dataset of Reaction yield outcomes from USPTO patents with 853,638 reactions. Predict the reaction yield, written as a fraction of the theoretical maximum amount of product (1.0 means a 100% yield; for example, 0.34 means a 34% yield). (1) The reactants are C[Si](C)(C)[C:3]#[C:4][C:5]1[CH:10]=[CH:9][C:8]([C-:11]2[CH:15]=[CH:14][CH:13]=[CH:12]2)=[CH:7][CH:6]=1.[CH-:18]1[CH:22]=[CH:21][CH:20]=[CH:19]1.[Fe+2:23].C([O-])([O-])=O.[K+].[K+]. The catalyst is C1COCC1.CO.CCOCC. The product is [C:4]([C:5]1[CH:10]=[CH:9][C:8]([C-:11]2[CH:15]=[CH:14][CH:13]=[CH:12]2)=[CH:7][CH:6]=1)#[CH:3].[CH-:18]1[CH:22]=[CH:21][CH:20]=[CH:19]1.[Fe+2:23]. The yield is 0.900. (2) The reactants are [F:1][C:2]1[CH:10]=[CH:9][C:8]([O:11][C:12]([F:15])([F:14])[F:13])=[CH:7][C:3]=1[C:4]([OH:6])=O.CN(C(ON1N=NC2C=CC=NC1=2)=[N+](C)C)C.F[P-](F)(F)(F)(F)F.[CH3:40][O:41][C:42]1[CH:47]=[C:46]([NH2:48])[CH:45]=[CH:44][N:43]=1.CCN(CC)CC. The catalyst is ClCCl. The product is [F:1][C:2]1[CH:10]=[CH:9][C:8]([O:11][C:12]([F:15])([F:14])[F:13])=[CH:7][C:3]=1[C:4]([NH:48][C:46]1[CH:45]=[CH:44][N:43]=[C:42]([O:41][CH3:40])[CH:47]=1)=[O:6]. The yield is 0.650. (3) The reactants are [C:1]([NH:4][C:5]1[CH:10]=[C:9]([O:11][C:12]2[CH:13]=[C:14]([CH2:18][CH2:19][C:20]([O:22]C)=[O:21])[CH:15]=[CH:16][CH:17]=2)[CH:8]=[CH:7][N:6]=1)(=[O:3])[CH3:2].[OH-].[Na+]. The catalyst is CO. The product is [C:1]([NH:4][C:5]1[CH:10]=[C:9]([O:11][C:12]2[CH:13]=[C:14]([CH2:18][CH2:19][C:20]([OH:22])=[O:21])[CH:15]=[CH:16][CH:17]=2)[CH:8]=[CH:7][N:6]=1)(=[O:3])[CH3:2]. The yield is 0.637. (4) The reactants are [NH:1]1[CH2:8][CH2:7][CH2:6][C@@H:2]1[C:3]([OH:5])=[O:4].[C:9](Cl)(=[O:13])[C:10]([CH3:12])=[CH2:11]. The product is [C:9]([N:1]1[CH2:8][CH2:7][CH2:6][C@@H:2]1[C:3]([OH:5])=[O:4])(=[O:13])[C:10]([CH3:12])=[CH2:11]. The catalyst is [OH-].[Na+].CC(C)=O. The yield is 0.680.